Regression. Given a peptide amino acid sequence and an MHC pseudo amino acid sequence, predict their binding affinity value. This is MHC class I binding data. From a dataset of Peptide-MHC class I binding affinity with 185,985 pairs from IEDB/IMGT. (1) The peptide sequence is QTVEDEARRM. The MHC is HLA-B44:03 with pseudo-sequence HLA-B44:03. The binding affinity (normalized) is 0. (2) The peptide sequence is QMSSGNLLF. The MHC is HLA-A01:01 with pseudo-sequence HLA-A01:01. The binding affinity (normalized) is 0.225. (3) The peptide sequence is MSPDNALIY. The MHC is HLA-C08:02 with pseudo-sequence HLA-C08:02. The binding affinity (normalized) is 0.0847. (4) The peptide sequence is GLLQFIVFLL. The MHC is HLA-A02:01 with pseudo-sequence HLA-A02:01. The binding affinity (normalized) is 0.493. (5) The peptide sequence is GYAWIDFDI. The MHC is HLA-A02:03 with pseudo-sequence HLA-A02:03. The binding affinity (normalized) is 0.0847. (6) The peptide sequence is YMRERFEPM. The MHC is HLA-C03:03 with pseudo-sequence HLA-C03:03. The binding affinity (normalized) is 0.435.